The task is: Regression. Given a peptide amino acid sequence and an MHC pseudo amino acid sequence, predict their binding affinity value. This is MHC class II binding data.. This data is from Peptide-MHC class II binding affinity with 134,281 pairs from IEDB. (1) The peptide sequence is FDRSTKVIDFHYPNE. The MHC is HLA-DPA10201-DPB11401 with pseudo-sequence HLA-DPA10201-DPB11401. The binding affinity (normalized) is 0. (2) The MHC is HLA-DPA10301-DPB10402 with pseudo-sequence HLA-DPA10301-DPB10402. The peptide sequence is AQLSQLISLLPSTLQ. The binding affinity (normalized) is 0.595.